This data is from Forward reaction prediction with 1.9M reactions from USPTO patents (1976-2016). The task is: Predict the product of the given reaction. (1) Given the reactants C[O:2][C:3]([C:5]1[CH:6]=[CH:7][C:8]2[S:13][CH2:12][C:11](=[O:14])[NH:10][C:9]=2[CH:15]=1)=[O:4].[OH-].[Na+].O, predict the reaction product. The product is: [O:14]=[C:11]1[NH:10][C:9]2[CH:15]=[C:5]([C:3]([OH:4])=[O:2])[CH:6]=[CH:7][C:8]=2[S:13][CH2:12]1. (2) Given the reactants [F:1][C:2]1[CH:7]=[C:6]([N+:8]([O-])=O)[CH:5]=[CH:4][C:3]=1[N:11]1[CH2:16][CH2:15][CH:14]([C:17]2[O:21][C:20](=[O:22])[N:19]([CH3:23])[N:18]=2)[CH2:13][CH2:12]1.O.O.Cl[Sn]Cl, predict the reaction product. The product is: [NH2:8][C:6]1[CH:5]=[CH:4][C:3]([N:11]2[CH2:16][CH2:15][CH:14]([C:17]3[O:21][C:20](=[O:22])[N:19]([CH3:23])[N:18]=3)[CH2:13][CH2:12]2)=[C:2]([F:1])[CH:7]=1. (3) Given the reactants BrCC[O:4][C:5]([O:20][C:21](=O)[CH2:22]C)=[C:6]([C:11]1[CH:16]=[CH:15][C:14]([N+:17]([O-:19])=[O:18])=[CH:13][CH:12]=1)[C:7](=[O:10])[CH2:8][CH3:9].[H-].[Na+], predict the reaction product. The product is: [O:20]1[CH2:21][CH2:22][O:4][C:5]1=[C:6]([C:11]1[CH:12]=[CH:13][C:14]([N+:17]([O-:19])=[O:18])=[CH:15][CH:16]=1)[C:7](=[O:10])[CH2:8][CH3:9].[O:20]1[CH2:21][CH2:22][O:4][C:5]1=[C:6]([C:11]1[CH:12]=[CH:13][C:14]([N+:17]([O-:19])=[O:18])=[CH:15][CH:16]=1)[C:7]([O:10][C:5](=[O:4])[CH2:6][CH3:7])=[CH:8][CH3:9]. (4) The product is: [O:12]1[C:11]([C:7]2[CH:8]=[C:9]3[C:4](=[CH:5][CH:6]=2)[NH:3][C:2](=[O:1])[CH2:10]3)=[CH:25][N:24]=[CH:23]1. Given the reactants [O:1]=[C:2]1[CH2:10][C:9]2[C:4](=[CH:5][CH:6]=[C:7]([CH:11]=[O:12])[CH:8]=2)[NH:3]1.S([CH2:23][N+:24]#[C-:25])(C1C=CC(C)=CC=1)(=O)=O.C(=O)([O-])[O-].[K+].[K+], predict the reaction product. (5) Given the reactants C(OC(=O)[NH:5][C:6]([NH:8][C:9]1[CH:10]=[C:11]2[CH:20]=[CH:19][CH:18]=[C:17]3[C:12]2=[C:13]([CH:28]=1)[C:14](=[O:27])[N:15]([CH2:22][CH2:23][N:24]([CH3:26])[CH3:25])[C:16]3=[O:21])=[O:7])C.NC(N)=O, predict the reaction product. The product is: [CH3:25][N:24]([CH3:26])[CH2:23][CH2:22][N:15]1[C:14](=[O:27])[C:13]2[CH:28]=[C:9]([NH:8][C:6]([NH2:5])=[O:7])[CH:10]=[C:11]3[C:12]=2[C:17](=[CH:18][CH:19]=[CH:20]3)[C:16]1=[O:21]. (6) Given the reactants [Br:1][C:2]1[CH:7]=[C:6]([C@@H:8]([NH:17][C:18](=[O:24])[O:19]C(C)(C)C)[C@H:9](O)[C:10]2[CH:15]=[CH:14][CH:13]=[CH:12][CH:11]=2)[CH:5]=[CH:4][N:3]=1.C(N1C=CN=C1)(N1C=CN=C1)=O, predict the reaction product. The product is: [Br:1][C:2]1[CH:7]=[C:6]([C@@H:8]2[C@@H:9]([C:10]3[CH:11]=[CH:12][CH:13]=[CH:14][CH:15]=3)[O:24][C:18](=[O:19])[NH:17]2)[CH:5]=[CH:4][N:3]=1.